From a dataset of CYP2C19 inhibition data for predicting drug metabolism from PubChem BioAssay. Regression/Classification. Given a drug SMILES string, predict its absorption, distribution, metabolism, or excretion properties. Task type varies by dataset: regression for continuous measurements (e.g., permeability, clearance, half-life) or binary classification for categorical outcomes (e.g., BBB penetration, CYP inhibition). Dataset: cyp2c19_veith. (1) The molecule is Cc1ccc(S(=O)(=O)NCC2CCC(C(=O)O)CC2)cc1. The result is 0 (non-inhibitor). (2) The compound is Cc1cc(C)cc(-n2nnnc2-c2cn(C)nc2C(F)(F)F)c1. The result is 1 (inhibitor). (3) The molecule is CC1=C(C(=O)N2CCCCCC2)C2(CCC(C)CC2)OC1=O. The result is 1 (inhibitor). (4) The compound is S=c1nc(-c2ccccc2)oc2c1CCCC2. The result is 1 (inhibitor). (5) The molecule is NS(=O)(=O)c1cc(C(=O)O)cc(N2CCCC2)c1Oc1ccccc1. The result is 0 (non-inhibitor). (6) The compound is C[C@@H]1[C@@H](C)N1C[C@H](O)Cn1ccnc1[N+](=O)[O-]. The result is 0 (non-inhibitor). (7) The compound is Cn1c(=O)n(CC#N)c2ccccc21. The result is 0 (non-inhibitor). (8) The compound is COCCn1c(=O)c(-c2ccc(Cl)cc2)nc2cnc(N(C)C)nc21. The result is 0 (non-inhibitor). (9) The molecule is COc1ccc(Oc2ncc3nc(-c4cccc(C#N)c4)c(=O)n(Cc4cccc(OC)c4)c3n2)cc1. The result is 0 (non-inhibitor).